Dataset: Full USPTO retrosynthesis dataset with 1.9M reactions from patents (1976-2016). Task: Predict the reactants needed to synthesize the given product. (1) Given the product [CH:1]1([N:7]([CH2:21][CH2:22][N:26]([O:27][CH3:28])[CH3:25])[CH:8]2[CH2:9][CH2:10][N:11]([C:14]([O:16][C:17]([CH3:19])([CH3:20])[CH3:18])=[O:15])[CH2:12][CH2:13]2)[CH2:2][CH2:3][CH2:4][CH2:5][CH2:6]1, predict the reactants needed to synthesize it. The reactants are: [CH:1]1([N:7]([CH2:21][CH:22]=O)[CH:8]2[CH2:13][CH2:12][N:11]([C:14]([O:16][C:17]([CH3:20])([CH3:19])[CH3:18])=[O:15])[CH2:10][CH2:9]2)[CH2:6][CH2:5][CH2:4][CH2:3][CH2:2]1.Cl.[CH3:25][NH:26][O:27][CH3:28].C(O[BH-](OC(=O)C)OC(=O)C)(=O)C.[Na+].CO. (2) The reactants are: [OH:1][CH2:2][C:3]1([CH2:9][OH:10])[CH2:8][O:7][CH2:6][O:5][CH2:4]1.[F:11][C:12]1[CH:17]=[CH:16][C:15]([C:18]2[O:19][CH:20]=[C:21]([CH2:23]I)[N:22]=2)=[CH:14][CH:13]=1.[H-].[Na+].FC1C=CC(C2OC=C(CO[C@@H]3CCC[C@H](OCC4C=CC=C(C)C=4C(OC)=O)C3)N=2)=CC=1. Given the product [F:11][C:12]1[CH:13]=[CH:14][C:15]([C:18]2[O:19][CH:20]=[C:21]([CH2:23][O:1][CH2:2][C:3]3([CH2:9][OH:10])[CH2:8][O:7][CH2:6][O:5][CH2:4]3)[N:22]=2)=[CH:16][CH:17]=1, predict the reactants needed to synthesize it. (3) Given the product [NH2:17][C:16]1[CH:15]=[C:14]([O:13][CH:10]([CH3:11])[CH3:12])[C:20]([O:21][CH3:22])=[CH:19][C:18]=1[C:4]([C:3]1[CH:6]=[CH:7][CH:8]=[CH:9][C:2]=1[Cl:1])=[O:5], predict the reactants needed to synthesize it. The reactants are: [Cl:1][C:2]1[CH:9]=[CH:8][CH:7]=[CH:6][C:3]=1[CH:4]=[O:5].[CH:10]([O:13][C:14]1[CH:15]=[C:16]([CH:18]=[CH:19][C:20]=1[O:21][CH3:22])[NH2:17])([CH3:12])[CH3:11]. (4) Given the product [CH:42]1([CH2:48][S:49]([O:1][C:2]2[CH:10]=[CH:9][C:8]([C:11]3[N:12]([C:27]([O:29][C:30]([CH3:31])([CH3:33])[CH3:32])=[O:28])[C:13]4[C:18]([CH:19]=3)=[CH:17][C:16]([CH2:20][N:21]3[CH2:26][CH2:25][CH2:24][CH2:23][CH2:22]3)=[CH:15][CH:14]=4)=[C:7]3[C:3]=2[CH2:4][NH:5][C:6]3=[O:34])(=[O:51])=[O:50])[CH2:47][CH2:46][CH2:45][CH2:44][CH2:43]1, predict the reactants needed to synthesize it. The reactants are: [OH:1][C:2]1[CH:10]=[CH:9][C:8]([C:11]2[N:12]([C:27]([O:29][C:30]([CH3:33])([CH3:32])[CH3:31])=[O:28])[C:13]3[C:18]([CH:19]=2)=[CH:17][C:16]([CH2:20][N:21]2[CH2:26][CH2:25][CH2:24][CH2:23][CH2:22]2)=[CH:15][CH:14]=3)=[C:7]2[C:3]=1[CH2:4][NH:5][C:6]2=[O:34].C(N(CC)CC)C.[CH:42]1([CH2:48][S:49](Cl)(=[O:51])=[O:50])[CH2:47][CH2:46][CH2:45][CH2:44][CH2:43]1. (5) Given the product [F:1][C:2]1[CH:7]=[CH:6][C:5]([N:8]2[CH2:13][CH2:12][N:11]([S:14]([CH2:17][CH:18]([CH2:24][C:25]3[CH:26]=[CH:27][CH:28]=[CH:29][CH:30]=3)[CH2:19][SH:20])(=[O:16])=[O:15])[CH2:10][CH2:9]2)=[CH:4][CH:3]=1, predict the reactants needed to synthesize it. The reactants are: [F:1][C:2]1[CH:7]=[CH:6][C:5]([N:8]2[CH2:13][CH2:12][N:11]([S:14]([CH2:17][CH:18]([CH2:24][C:25]3[CH:30]=[CH:29][CH:28]=[CH:27][CH:26]=3)[CH2:19][S:20]C(=O)C)(=[O:16])=[O:15])[CH2:10][CH2:9]2)=[CH:4][CH:3]=1.[OH-].[Na+]. (6) Given the product [CH3:4][CH:3]([O:5][C:11]1[CH:12]=[CH:13][C:14]2[CH2:15][N:16]([C:22]([O:24][C:25]([CH3:28])([CH3:27])[CH3:26])=[O:23])[CH2:17][CH2:18][O:19][C:20]=2[N:21]=1)[C:2]([CH3:7])([CH3:6])[CH3:1], predict the reactants needed to synthesize it. The reactants are: [CH3:1][C:2]([CH3:7])([CH3:6])[CH:3]([OH:5])[CH3:4].[H-].[Na+].Cl[C:11]1[CH:12]=[CH:13][C:14]2[CH2:15][N:16]([C:22]([O:24][C:25]([CH3:28])([CH3:27])[CH3:26])=[O:23])[CH2:17][CH2:18][O:19][C:20]=2[N:21]=1.O. (7) Given the product [CH3:1][C@@H:2]1[N:7]([C:8]([O:10][CH2:11][C:12]2[CH:13]=[CH:14][CH:15]=[CH:16][CH:17]=2)=[O:9])[CH2:6][CH2:5][N:4]([CH2:18][C:19]2[CH:20]=[CH:21][C:22]([CH2:25][C:26]([OH:28])=[O:27])=[CH:23][CH:24]=2)[CH2:3]1, predict the reactants needed to synthesize it. The reactants are: [CH3:1][C@@H:2]1[N:7]([C:8]([O:10][CH2:11][C:12]2[CH:17]=[CH:16][CH:15]=[CH:14][CH:13]=2)=[O:9])[CH2:6][CH2:5][N:4]([CH2:18][C:19]2[CH:24]=[CH:23][C:22]([CH:25](C(OCC)=O)[C:26]([O:28]CC)=[O:27])=[CH:21][CH:20]=2)[CH2:3]1.[OH-].[Na+]. (8) Given the product [NH:1]1[C:9]2[C:4](=[CH:5][C:6]([C:10]3[O:11][C:14]([NH:15][CH2:16][C:17]4[CH:22]=[CH:21][C:20]([O:23][CH3:24])=[CH:19][CH:18]=4)=[N:13][N:12]=3)=[CH:7][CH:8]=2)[CH:3]=[CH:2]1, predict the reactants needed to synthesize it. The reactants are: [NH:1]1[C:9]2[C:4](=[CH:5][C:6]([C:10]([NH:12][NH:13][C:14](=S)[NH:15][CH2:16][C:17]3[CH:22]=[CH:21][C:20]([O:23][CH3:24])=[CH:19][CH:18]=3)=[O:11])=[CH:7][CH:8]=2)[CH:3]=[CH:2]1.CCN=C=NCCCN(C)C.Cl. (9) Given the product [Cl:1]/[CH:2]=[CH:3]\[CH:11]1[CH2:10][CH2:9][CH:8]=[CH:7][CH2:12]1, predict the reactants needed to synthesize it. The reactants are: [Cl:1]/[CH:2]=[CH:3]\Cl.C([CH:7]1[CH2:12][CH2:11][CH:10]=[CH:9][CH2:8]1)=C. (10) Given the product [C:20]([C:17]([C:13]1[CH:12]=[C:11]([CH:16]=[CH:15][CH:14]=1)[C:10]([NH:9][C:4]1[CH:5]=[CH:6][C:7]([CH3:8])=[C:2]([NH:1][C:24]2[CH:25]=[C:26]3[C:31](=[CH:32][CH:33]=2)[N:30]=[CH:29][CH:28]=[N:27]3)[CH:3]=1)=[O:22])([CH3:19])[CH3:18])#[N:21], predict the reactants needed to synthesize it. The reactants are: [NH2:1][C:2]1[CH:3]=[C:4]([NH:9][C:10](=[O:22])[C:11]2[CH:16]=[CH:15][CH:14]=[C:13]([C:17]([C:20]#[N:21])([CH3:19])[CH3:18])[CH:12]=2)[CH:5]=[CH:6][C:7]=1[CH3:8].Br[C:24]1[CH:25]=[C:26]2[C:31](=[CH:32][CH:33]=1)[N:30]=[CH:29][CH:28]=[N:27]2.C1C=CC(P(C2C(C3C(P(C4C=CC=CC=4)C4C=CC=CC=4)=CC=C4C=3C=CC=C4)=C3C(C=CC=C3)=CC=2)C2C=CC=CC=2)=CC=1.CC(C)([O-])C.[Na+].